From a dataset of Forward reaction prediction with 1.9M reactions from USPTO patents (1976-2016). Predict the product of the given reaction. (1) Given the reactants [F:1][C:2]1[CH:3]=[C:4]([NH:9][C:10](=[O:15])CC(=O)C)[CH:5]=[CH:6][C:7]=1[F:8].C(O)(=O)C.[Br:20]Br.[CH3:22][C:23]([CH3:25])=O.C([O:29][CH2:30][CH3:31])(=O)C, predict the reaction product. The product is: [Br:20][C:23]([CH3:25])([CH3:22])[C:30](=[O:29])[CH2:31][C:10]([NH:9][C:4]1[CH:5]=[CH:6][C:7]([F:8])=[C:2]([F:1])[CH:3]=1)=[O:15]. (2) The product is: [Cl:61][C:54]1[C:55]([F:60])=[CH:56][CH:57]=[C:58]([Cl:59])[C:53]=1[CH:51]([O:50][C:31]1[C:30]([NH2:29])=[N:35][CH:34]=[C:33]([C:36]2[CH:37]=[N:38][N:39]([C@@H:41]3[CH2:42][CH2:16][NH:15][CH2:14]3)[CH:40]=2)[CH:32]=1)[CH3:52]. Given the reactants ClC1C(F)=CC=C(Cl)C=1C(OC1[C:14](N)=[N:15][CH:16]=C(B2OC(C)(C)C(C)(C)O2)C=1)C.[NH2:29][C:30]1[N:35]=[CH:34][C:33]([C:36]2[CH:37]=[N:38][N:39]([CH2:41][CH:42]3CC3C(N(C)C)=O)[CH:40]=2)=[CH:32][C:31]=1[O:50][CH:51]([C:53]1[C:58]([Cl:59])=[CH:57][CH:56]=[C:55]([F:60])[C:54]=1[Cl:61])[CH3:52], predict the reaction product. (3) Given the reactants [F:1][C:2]1[CH:3]=[C:4]2[C:10](I)=[N:9][N:8]([CH2:12][C:13]3[CH:18]=[CH:17][CH:16]=[CH:15][C:14]=3[F:19])[C:5]2=[N:6][CH:7]=1.O1CCOCC1.CCCC[Sn](CCCC)CCCC.CCCC[Sn](CCCC)CCCC.Cl[C:53]1[N:58]=[C:57]([NH2:59])[C:56]([N+:60]([O-:62])=[O:61])=[C:55]([NH2:63])[N:54]=1, predict the reaction product. The product is: [F:1][C:2]1[CH:3]=[C:4]2[C:10]([C:53]3[N:54]=[C:55]([NH2:63])[C:56]([N+:60]([O-:62])=[O:61])=[C:57]([NH2:59])[N:58]=3)=[N:9][N:8]([CH2:12][C:13]3[CH:18]=[CH:17][CH:16]=[CH:15][C:14]=3[F:19])[C:5]2=[N:6][CH:7]=1. (4) The product is: [Cl:11][C:12]1[CH:17]=[C:16]([O:10][CH:3]2[CH2:9][CH2:8][CH2:7][CH2:6][CH2:5][CH2:4]2)[N:15]=[CH:14][N:13]=1. Given the reactants [H-].[Na+].[CH:3]1([OH:10])[CH2:9][CH2:8][CH2:7][CH2:6][CH2:5][CH2:4]1.[Cl:11][C:12]1[CH:17]=[C:16](Cl)[N:15]=[CH:14][N:13]=1.[Cl-].[NH4+], predict the reaction product. (5) Given the reactants [C:1]([O:5][C:6]([NH:8][CH2:9][CH2:10][CH2:11][CH2:12][CH2:13][C:14]([OH:16])=[O:15])=[O:7])([CH3:4])([CH3:3])[CH3:2].C(=O)([O-])[O-].[K+].[K+].Br[CH2:24][C:25]1[CH:30]=[CH:29][CH:28]=[CH:27][CH:26]=1.CN(C=O)C, predict the reaction product. The product is: [C:1]([O:5][C:6]([NH:8][CH2:9][CH2:10][CH2:11][CH2:12][CH2:13][C:14]([O:16][CH2:24][C:25]1[CH:30]=[CH:29][CH:28]=[CH:27][CH:26]=1)=[O:15])=[O:7])([CH3:4])([CH3:2])[CH3:3].